Dataset: Reaction yield outcomes from USPTO patents with 853,638 reactions. Task: Predict the reaction yield, written as a fraction of the theoretical maximum amount of product (1.0 means a 100% yield; for example, 0.34 means a 34% yield). (1) The reactants are [NH:1]1[C:5]2[CH:6]=[CH:7][C:8]([C:10]([OH:12])=O)=[CH:9][C:4]=2[N:3]=[CH:2]1.[CH2:13]1[C@@H:22]2[C@H:17]([CH2:18][CH2:19][C:20]3[CH:26]=[CH:25][C:24]([C:27]#[N:28])=[CH:23][C:21]=32)[NH:16][CH2:15][CH2:14]1. No catalyst specified. The product is [NH:1]1[C:5]2[CH:6]=[CH:7][C:8]([C:10]([N:16]3[C@@H:17]4[C@H:22]([C:21]5[CH:23]=[C:24]([C:27]#[N:28])[CH:25]=[CH:26][C:20]=5[CH2:19][CH2:18]4)[CH2:13][CH2:14][CH2:15]3)=[O:12])=[CH:9][C:4]=2[N:3]=[CH:2]1. The yield is 0.180. (2) The reactants are [C:1]([NH:8]CC(O)=O)([O:3][C:4]([CH3:7])(C)C)=[O:2].Br[C:14]1[CH:23]=[CH:22][C:17](CCCN)=[CH:16][CH:15]=1.CCN(C(C)C)C(C)C.C([O-])(O)=[O:34].[Na+]. The catalyst is C(Cl)Cl.O. The product is [CH3:7][CH2:4][O:3][C:1]([CH3:14])=[O:2].[CH3:22][CH2:23][CH2:14][CH2:15][CH2:16][CH3:17].[NH4+:8].[OH-:34]. The yield is 0.690. (3) The reactants are [F:1][C:2]1[CH:3]=[N:4][CH:5]=[CH:6][C:7]=1[C:8]1[N:9]=[CH:10][C:11]([NH2:20])=[N:12][C:13]=1[C:14]1[CH:15]=[N:16][CH:17]=[CH:18][CH:19]=1.N1C=CC=CC=1.[C:27](Cl)(=[O:30])[CH2:28][CH3:29]. The catalyst is C(Cl)Cl. The product is [F:1][C:2]1[CH:3]=[N:4][CH:5]=[CH:6][C:7]=1[C:8]1[N:9]=[CH:10][C:11]([NH:20][C:27](=[O:30])[CH2:28][CH3:29])=[N:12][C:13]=1[C:14]1[CH:15]=[N:16][CH:17]=[CH:18][CH:19]=1. The yield is 0.550.